Predict the reaction yield, written as a fraction of the theoretical maximum amount of product (1.0 means a 100% yield; for example, 0.34 means a 34% yield). From a dataset of Reaction yield outcomes from USPTO patents with 853,638 reactions. (1) The reactants are [Cl-].O[NH3+:3].[C:4](=[O:7])([O-])[OH:5].[Na+].CS(C)=O.[C:13]12([CH:23]([O:52][Si](C(C)(C)C)(C)C)[CH2:24][N:25]3[C:30](=[O:31])[C:29]([CH2:32][C:33]4[CH:38]=[CH:37][C:36]([C:39]5[C:40]([C:45]#[N:46])=[CH:41][CH:42]=[CH:43][CH:44]=5)=[CH:35][CH:34]=4)=[C:28]([CH2:47][CH2:48][CH2:49][CH3:50])[N:27]=[C:26]3[CH3:51])[CH2:22][CH:17]3[CH2:18][CH:19]([CH2:21][CH:15]([CH2:16]3)[CH2:14]1)[CH2:20]2. The catalyst is C(OCC)(=O)C. The product is [C:13]12([CH:23]([OH:52])[CH2:24][N:25]3[C:30](=[O:31])[C:29]([CH2:32][C:33]4[CH:34]=[CH:35][C:36]([C:39]5[CH:44]=[CH:43][CH:42]=[CH:41][C:40]=5[C:45]5[NH:3][C:4](=[O:7])[O:5][N:46]=5)=[CH:37][CH:38]=4)=[C:28]([CH2:47][CH2:48][CH2:49][CH3:50])[N:27]=[C:26]3[CH3:51])[CH2:20][CH:19]3[CH2:21][CH:15]([CH2:16][CH:17]([CH2:18]3)[CH2:22]1)[CH2:14]2. The yield is 0.240. (2) The reactants are [F:1][C:2]1[CH:7]=[CH:6][CH:5]=[C:4]([F:8])[C:3]=1[N:9]1[C:14]2[N:15]=[C:16](S(C)(=O)=O)[N:17]=[C:18]([C:19]3[CH:24]=[CH:23][C:22]([F:25])=[CH:21][C:20]=3[CH3:26])[C:13]=2[CH:12]=[CH:11][C:10]1=[O:31].C([N:34](CC)CC)C.N. The catalyst is CN1C(=O)CCC1.CCOC(C)=O. The product is [NH2:34][C:16]1[N:17]=[C:18]([C:19]2[CH:24]=[CH:23][C:22]([F:25])=[CH:21][C:20]=2[CH3:26])[C:13]2[CH:12]=[CH:11][C:10](=[O:31])[N:9]([C:3]3[C:2]([F:1])=[CH:7][CH:6]=[CH:5][C:4]=3[F:8])[C:14]=2[N:15]=1. The yield is 0.430.